This data is from Forward reaction prediction with 1.9M reactions from USPTO patents (1976-2016). The task is: Predict the product of the given reaction. (1) The product is: [NH2:36][C:34]([C:33]1[CH:37]=[CH:38][C:39]([CH2:41][N:42]([CH3:43])[CH3:44])=[CH:40][C:32]=1[NH:31][C:12]([C@H:11]([NH:15][C:16]([N:18]1[CH2:19][CH2:20][CH:21]([C:24]2[CH:29]=[CH:28][CH:27]=[CH:26][CH:25]=2)[CH2:22][CH2:23]1)=[O:17])[C@H:10]([C:3]1[C:4]2[C:9](=[CH:8][CH:7]=[CH:6][CH:5]=2)[NH:1][CH:2]=1)[CH3:30])=[O:13])=[O:35]. Given the reactants [NH:1]1[C:9]2[C:4](=[CH:5][CH:6]=[CH:7][CH:8]=2)[C:3]([C@H:10]([CH3:30])[C@@H:11]([NH:15][C:16]([N:18]2[CH2:23][CH2:22][CH:21]([C:24]3[CH:29]=[CH:28][CH:27]=[CH:26][CH:25]=3)[CH2:20][CH2:19]2)=[O:17])[C:12](O)=[O:13])=[CH:2]1.[NH2:31][C:32]1[CH:40]=[C:39]([CH2:41][N:42]([CH3:44])[CH3:43])[CH:38]=[CH:37][C:33]=1[C:34]([NH2:36])=[O:35].F[P-](F)(F)(F)(F)F.N1(OC(N(C)C)=[N+](C)C)C2N=CC=CC=2N=N1.C(=O)([O-])O.[Na+], predict the reaction product. (2) Given the reactants ClC1C(CCCl)=C(C2C=CC=C(OC)C=2)N=C(N2CCOCC2)N=1.NC1C=C(S(N)(=O)=O)C=CC=1.C[O:37][C:38]1[CH:39]=[C:40]([C:44]2[C:45]3[CH2:58][CH2:57][N:56]([C:59]4[CH:64]=[CH:63][CH:62]=[C:61]([S:65]([NH2:68])(=[O:67])=[O:66])[CH:60]=4)[C:46]=3[N:47]=[C:48]([N:50]3[CH2:55][CH2:54][O:53][CH2:52][CH2:51]3)[N:49]=2)[CH:41]=[CH:42][CH:43]=1, predict the reaction product. The product is: [OH:37][C:38]1[CH:39]=[C:40]([C:44]2[C:45]3[CH2:58][CH2:57][N:56]([C:59]4[CH:60]=[C:61]([S:65]([NH2:68])(=[O:67])=[O:66])[CH:62]=[CH:63][CH:64]=4)[C:46]=3[N:47]=[C:48]([N:50]3[CH2:55][CH2:54][O:53][CH2:52][CH2:51]3)[N:49]=2)[CH:41]=[CH:42][CH:43]=1. (3) The product is: [F:15][C:16]1[CH:17]=[C:18]([CH:19]=[C:20]([F:22])[CH:21]=1)[CH2:23][O:24][C:2]1[CH:3]=[C:4]2[N:11]([CH3:12])[C:10]([CH3:14])([CH3:13])[CH2:9][N:5]2[C:6](=[O:8])[N:7]=1. Given the reactants Cl[C:2]1[CH:3]=[C:4]2[N:11]([CH3:12])[C:10]([CH3:14])([CH3:13])[CH2:9][N:5]2[C:6](=[O:8])[N:7]=1.[F:15][C:16]1[CH:17]=[C:18]([CH2:23][OH:24])[CH:19]=[C:20]([F:22])[CH:21]=1, predict the reaction product.